From a dataset of Reaction yield outcomes from USPTO patents with 853,638 reactions. Predict the reaction yield, written as a fraction of the theoretical maximum amount of product (1.0 means a 100% yield; for example, 0.34 means a 34% yield). (1) The reactants are [CH3:1][C:2]1([CH3:36])[C:26]2[C:6]([CH:7]=[C:8]3[C:25]=2[CH:24]=[C:23]2[C:10]([C:11]4[CH:12]=[CH:13][CH:14]=[CH:15][C:16]=4[C:17]4[CH:18]=[C:19](B5OC(C)(C)C(C)(C)O5)[CH:20]=[CH:21][C:22]=42)=[CH:9]3)=[CH:5][CH:4]=[CH:3]1.[C:37]1([C:82]2[CH:87]=[CH:86][CH:85]=[CH:84][CH:83]=2)[CH:42]=[CH:41][CH:40]=[CH:39][C:38]=1[N:43]([C:69]1[CH:74]=[CH:73][C:72]([C:75]2[CH:80]=[CH:79][C:78](Br)=[CH:77][CH:76]=2)=[CH:71][CH:70]=1)[C:44]1[C:56]2[C:55]3[C:50](=[CH:51][CH:52]=[CH:53][CH:54]=3)[C:49]3([C:68]4[CH:67]=[CH:66][CH:65]=[CH:64][C:63]=4[C:62]4[C:57]3=[CH:58][CH:59]=[CH:60][CH:61]=4)[C:48]=2[CH:47]=[CH:46][CH:45]=1.C([O-])([O-])=O.[Na+].[Na+].CCO. The catalyst is C1C=CC([P]([Pd]([P](C2C=CC=CC=2)(C2C=CC=CC=2)C2C=CC=CC=2)([P](C2C=CC=CC=2)(C2C=CC=CC=2)C2C=CC=CC=2)[P](C2C=CC=CC=2)(C2C=CC=CC=2)C2C=CC=CC=2)(C2C=CC=CC=2)C2C=CC=CC=2)=CC=1.C1(C)C=CC=CC=1. The product is [C:37]1([C:82]2[CH:83]=[CH:84][CH:85]=[CH:86][CH:87]=2)[CH:42]=[CH:41][CH:40]=[CH:39][C:38]=1[N:43]([C:69]1[CH:70]=[CH:71][C:72]([C:75]2[CH:76]=[CH:77][C:78]([C:19]3[CH:20]=[CH:21][C:22]4[C:23]5[C:10]([C:11]6[CH:12]=[CH:13][CH:14]=[CH:15][C:16]=6[C:17]=4[CH:18]=3)=[CH:9][C:8]3=[CH:7][C:6]4[C:26]([C:2]([CH3:36])([CH3:1])[CH:3]=[CH:4][CH:5]=4)=[C:25]3[CH:24]=5)=[CH:79][CH:80]=2)=[CH:73][CH:74]=1)[C:44]1[C:56]2[C:55]3[C:50](=[CH:51][CH:52]=[CH:53][CH:54]=3)[C:49]3([C:68]4[CH:67]=[CH:66][CH:65]=[CH:64][C:63]=4[C:62]4[C:57]3=[CH:58][CH:59]=[CH:60][CH:61]=4)[C:48]=2[CH:47]=[CH:46][CH:45]=1. The yield is 0.420. (2) The reactants are [I:1][C:2]1[CH:18]=[CH:17][C:5]2[C:6](=[O:16])[CH:7](C(OC)=O)[CH2:8][C:9](=[O:11])[NH:10][C:4]=2[CH:3]=1.Cl. The catalyst is CS(C)=O.O. The product is [I:1][C:2]1[CH:18]=[CH:17][C:5]2[C:6](=[O:16])[CH2:7][CH2:8][C:9](=[O:11])[NH:10][C:4]=2[CH:3]=1. The yield is 0.970. (3) The reactants are C1[O:9][C:8]2[CH:7]=[CH:6][C:5]([C:10]([C:12]([C:14]3[CH:19]=[CH:18][C:17]4[O:20]C[O:22][C:16]=4[CH:15]=3)=[O:13])=[O:11])=[CH:4][C:3]=2[O:2]1.B(Br)(Br)Br.CO. The catalyst is C(Cl)Cl. The product is [OH:2][C:3]1[CH:4]=[C:5]([C:10]([C:12]([C:14]2[CH:19]=[CH:18][C:17]([OH:20])=[C:16]([OH:22])[CH:15]=2)=[O:13])=[O:11])[CH:6]=[CH:7][C:8]=1[OH:9]. The yield is 0.470. (4) The reactants are [Br:1][C:2]1[CH:10]=[CH:9][CH:8]=[C:7]2[C:3]=1[CH:4]([C:22]1[C:27]([OH:28])=[CH:26][CH:25]=[C:24]([O:29][CH3:30])[N:23]=1)[C:5](=[O:21])[N:6]2[CH2:11][C:12]1[O:13][C:14]([C:17]([F:20])([F:19])[F:18])=[CH:15][CH:16]=1.[CH2:31]=[O:32].C(NC(C)C)(C)C. The catalyst is ClCCl. The product is [Br:1][C:2]1[CH:10]=[CH:9][CH:8]=[C:7]2[C:3]=1[C:4]([C:22]1[C:27]([OH:28])=[CH:26][CH:25]=[C:24]([O:29][CH3:30])[N:23]=1)([CH2:31][OH:32])[C:5](=[O:21])[N:6]2[CH2:11][C:12]1[O:13][C:14]([C:17]([F:19])([F:20])[F:18])=[CH:15][CH:16]=1. The yield is 0.710. (5) The reactants are [CH3:1][C:2]1[C:3]([C:11]2[CH:12]=[CH:13][C:14]([NH2:17])=[N:15][CH:16]=2)=[CH:4][C:5]2[O:9][CH:8]=[N:7][C:6]=2[CH:10]=1.[F:18][C:19]1[CH:27]=[CH:26][CH:25]=[CH:24][C:20]=1[C:21](Cl)=[O:22].CCN(C(C)C)C(C)C.C([O-])(O)=O.[Na+].C(Cl)Cl. The catalyst is C(Cl)Cl. The product is [CH3:1][C:2]1[C:3]([C:11]2[CH:12]=[CH:13][C:14]([NH:17][C:21]([C:20]3[CH:24]=[CH:25][CH:26]=[CH:27][C:19]=3[F:18])=[O:22])=[N:15][CH:16]=2)=[CH:4][C:5]2[O:9][CH:8]=[N:7][C:6]=2[CH:10]=1. The yield is 0.578. (6) The reactants are [CH2:1]([O:3][C:4]1[C:8]([CH2:9][CH2:10][CH2:11][OH:12])=[CH:7][N:6]([C:13]2[CH:18]=[CH:17][C:16]([C:19]([F:22])([F:21])[F:20])=[CH:15][N:14]=2)[N:5]=1)[CH3:2].[CH2:23]([N:25]1[CH:29]=[C:28]([CH2:30][C:31]([O:33]C)=[O:32])[C:27](O)=[N:26]1)[CH3:24].C(P(CCCC)CCCC)CCC.N(C(N1CCCCC1)=O)=NC(N1CCCCC1)=O. The catalyst is O1CCCC1. The product is [CH2:1]([O:3][C:4]1[C:8]([CH2:9][CH2:10][CH2:11][O:12][C:27]2[C:28]([CH2:30][C:31]([OH:33])=[O:32])=[CH:29][N:25]([CH2:23][CH3:24])[N:26]=2)=[CH:7][N:6]([C:13]2[CH:18]=[CH:17][C:16]([C:19]([F:21])([F:20])[F:22])=[CH:15][N:14]=2)[N:5]=1)[CH3:2]. The yield is 0.540. (7) The reactants are C([O:8][C:9]1[CH:18]=[C:17]2[C:12]([C:13]([O:19][C:20]3[CH:25]=[CH:24][C:23]([NH:26][C:27]([NH:29][C:30]4[CH:35]=[CH:34][CH:33]=[C:32]([S:36]([CH3:39])(=[O:38])=[O:37])[CH:31]=4)=[O:28])=[CH:22][CH:21]=3)=[CH:14][CH:15]=[N:16]2)=[CH:11][C:10]=1[C:40]#[N:41])C1C=CC=CC=1.C1(SC)C=CC=CC=1. The catalyst is FC(F)(F)C(O)=O.C(OCC)(=O)C. The product is [C:40]([C:10]1[CH:11]=[C:12]2[C:17](=[CH:18][C:9]=1[OH:8])[N:16]=[CH:15][CH:14]=[C:13]2[O:19][C:20]1[CH:25]=[CH:24][C:23]([NH:26][C:27]([NH:29][C:30]2[CH:35]=[CH:34][CH:33]=[C:32]([S:36]([CH3:39])(=[O:38])=[O:37])[CH:31]=2)=[O:28])=[CH:22][CH:21]=1)#[N:41]. The yield is 0.727. (8) The reactants are [C:1]([N:4]1[C:13]2[C:8](=[CH:9][C:10](Br)=[CH:11][CH:12]=2)[CH:7]([NH:15][C:16]2[CH:21]=[CH:20][CH:19]=[CH:18][CH:17]=2)[CH2:6][CH:5]1[CH3:22])(=[O:3])[CH3:2].[CH3:23][N:24](C=O)C. The catalyst is [C-]#N.[Zn+2].[C-]#N.[Pd].C1(P(C2C=CC=CC=2)C2C=CC=CC=2)C=CC=CC=1.C1(P(C2C=CC=CC=2)C2C=CC=CC=2)C=CC=CC=1.C1(P(C2C=CC=CC=2)C2C=CC=CC=2)C=CC=CC=1.C1(P(C2C=CC=CC=2)C2C=CC=CC=2)C=CC=CC=1.O. The product is [C:1]([N:4]1[C:13]2[C:8](=[CH:9][C:10]([C:23]#[N:24])=[CH:11][CH:12]=2)[CH:7]([NH:15][C:16]2[CH:21]=[CH:20][CH:19]=[CH:18][CH:17]=2)[CH2:6][CH:5]1[CH3:22])(=[O:3])[CH3:2]. The yield is 0.741.